Dataset: Catalyst prediction with 721,799 reactions and 888 catalyst types from USPTO. Task: Predict which catalyst facilitates the given reaction. (1) Reactant: [F:1][C:2]1[CH:10]=[CH:9][C:5]([C:6](Cl)=[O:7])=[CH:4][C:3]=1[N+:11]([O-:13])=[O:12].Cl.[CH3:15][NH:16][CH3:17].C(N(CC)C(C)C)(C)C. Product: [F:1][C:2]1[CH:10]=[CH:9][C:5]([C:6]([N:16]([CH3:17])[CH3:15])=[O:7])=[CH:4][C:3]=1[N+:11]([O-:13])=[O:12]. The catalyst class is: 4. (2) Reactant: [C:1]([C:3]1[CH:8]=[CH:7][C:6]([NH:9][C:10]([C:12]2[CH:13]=[CH:14][C:15]3[O:20][CH2:19][CH2:18][N:17]([S:21]([C:24]4[CH:29]=[C:28]([Cl:30])[CH:27]=[CH:26][C:25]=4[O:31][CH3:32])(=[O:23])=[O:22])[C:16]=3[CH:33]=2)=[O:11])=[CH:5][CH:4]=1)#[N:2].[Cl-].[NH4+].[N-:36]=[N+:37]=[N-:38].[Na+].Cl. Product: [NH:36]1[C:1]([C:3]2[CH:4]=[CH:5][C:6]([NH:9][C:10]([C:12]3[CH:13]=[CH:14][C:15]4[O:20][CH2:19][CH2:18][N:17]([S:21]([C:24]5[CH:29]=[C:28]([Cl:30])[CH:27]=[CH:26][C:25]=5[O:31][CH3:32])(=[O:23])=[O:22])[C:16]=4[CH:33]=3)=[O:11])=[CH:7][CH:8]=2)=[N:2][N:38]=[N:37]1. The catalyst class is: 9. (3) Reactant: [CH2:1]([N:8]1[CH2:16][C@H:15]2[C@:10]([CH3:25])([CH2:11][CH2:12][C:13]3[C:20]([Cl:21])=[C:19]([C:22]([CH3:24])=[CH2:23])[CH:18]=[CH:17][C:14]=32)[CH2:9]1)[C:2]1[CH:7]=[CH:6][CH:5]=[CH:4][CH:3]=1. Product: [CH2:1]([N:8]1[CH2:16][C@H:15]2[C@:10]([CH3:25])([CH2:11][CH2:12][C:13]3[C:20]([Cl:21])=[C:19]([CH:22]([CH3:23])[CH3:24])[CH:18]=[CH:17][C:14]=32)[CH2:9]1)[C:2]1[CH:7]=[CH:6][CH:5]=[CH:4][CH:3]=1. The catalyst class is: 19. (4) Reactant: C[O:2][C:3]1[CH:4]=[C:5]([CH:21]=[CH:22][CH:23]=1)[CH2:6][C:7]1[C:15]2[C:10](=[N:11][CH:12]=[C:13]([C:16]3[CH:20]=[CH:19][S:18][CH:17]=3)[CH:14]=2)[NH:9][CH:8]=1.C(Cl)Cl.B(Br)(Br)Br. Product: [S:18]1[CH:19]=[CH:20][C:16]([C:13]2[CH:14]=[C:15]3[C:7]([CH2:6][C:5]4[CH:4]=[C:3]([OH:2])[CH:23]=[CH:22][CH:21]=4)=[CH:8][NH:9][C:10]3=[N:11][CH:12]=2)=[CH:17]1. The catalyst class is: 6. (5) Reactant: [NH2:1][C:2]1[CH:3]=[C:4]2[C:9](=[C:10]([C:12]([F:15])([F:14])[F:13])[CH:11]=1)[N:8]=[CH:7][C:6]([C:16]#[N:17])=[C:5]2[NH:18][C:19]1[CH:24]=[CH:23][C:22]([F:25])=[C:21]([Cl:26])[CH:20]=1.[N:27]1[CH:32]=[CH:31][CH:30]=[CH:29][C:28]=1[CH:33]=O.[BH3-]C#N.[Na+]. Product: [Cl:26][C:21]1[CH:20]=[C:19]([NH:18][C:5]2[C:4]3[C:9](=[C:10]([C:12]([F:13])([F:14])[F:15])[CH:11]=[C:2]([NH:1][CH2:33][C:28]4[CH:29]=[CH:30][CH:31]=[CH:32][N:27]=4)[CH:3]=3)[N:8]=[CH:7][C:6]=2[C:16]#[N:17])[CH:24]=[CH:23][C:22]=1[F:25]. The catalyst class is: 14. (6) Reactant: [Br:1][C:2]1[CH:10]=[CH:9][C:8]([Br:11])=[C:7]2[C:3]=1[CH2:4][CH:5]([CH3:13])[C:6]2=O.[BH4-].[Na+].CO.OS(O)(=O)=O. Product: [Br:1][C:2]1[CH:10]=[CH:9][C:8]([Br:11])=[C:7]2[C:3]=1[CH:4]=[C:5]([CH3:13])[CH2:6]2. The catalyst class is: 6.